From a dataset of Peptide-MHC class II binding affinity with 134,281 pairs from IEDB. Regression. Given a peptide amino acid sequence and an MHC pseudo amino acid sequence, predict their binding affinity value. This is MHC class II binding data. (1) The peptide sequence is HYPLHLRYYRITYGE. The MHC is HLA-DQA10501-DQB10301 with pseudo-sequence HLA-DQA10501-DQB10301. The binding affinity (normalized) is 0.165. (2) The binding affinity (normalized) is 0.371. The MHC is DRB1_1001 with pseudo-sequence DRB1_1001. The peptide sequence is SRWSSPDNVKPIYIV.